Dataset: Reaction yield outcomes from USPTO patents with 853,638 reactions. Task: Predict the reaction yield, written as a fraction of the theoretical maximum amount of product (1.0 means a 100% yield; for example, 0.34 means a 34% yield). (1) The reactants are Br[C:2]1[CH:7]=[CH:6][N:5]=[CH:4][C:3]=1[O:8][CH2:9][CH:10]1[CH2:12][CH2:11]1.[B:13]1([B:13]2[O:17][C:16]([CH3:19])([CH3:18])[C:15]([CH3:21])([CH3:20])[O:14]2)[O:17][C:16]([CH3:19])([CH3:18])[C:15]([CH3:21])([CH3:20])[O:14]1.C([O-])(=O)C.[K+]. The catalyst is O1CCOCC1.C(OCC)(=O)C.C1C=CC(P(C2C=CC=CC=2)[C-]2C=CC=C2)=CC=1.C1C=CC(P(C2C=CC=CC=2)[C-]2C=CC=C2)=CC=1.Cl[Pd]Cl.[Fe+2]. The product is [CH:10]1([CH2:9][O:8][C:3]2[CH:4]=[N:5][CH:6]=[CH:7][C:2]=2[B:13]2[O:17][C:16]([CH3:19])([CH3:18])[C:15]([CH3:21])([CH3:20])[O:14]2)[CH2:12][CH2:11]1. The yield is 1.00. (2) The reactants are [C:1]([C:5]1[CH:10]=[CH:9][C:8]([N+:11]([O-:13])=[O:12])=[CH:7][C:6]=1[CH2:14][NH2:15])([CH3:4])([CH3:3])[CH3:2].[CH3:16][C:17]([O:20][C:21](O[C:21]([O:20][C:17]([CH3:19])([CH3:18])[CH3:16])=[O:22])=[O:22])([CH3:19])[CH3:18]. The catalyst is C1COCC1.O. The product is [C:1]([C:5]1[CH:10]=[CH:9][C:8]([N+:11]([O-:13])=[O:12])=[CH:7][C:6]=1[CH2:14][NH:15][C:21](=[O:22])[O:20][C:17]([CH3:19])([CH3:18])[CH3:16])([CH3:4])([CH3:2])[CH3:3]. The yield is 0.780. (3) The reactants are [CH3:1][O:2][C:3](=[O:13])[CH2:4][C:5]1[CH:10]=[CH:9][C:8](Cl)=[CH:7][C:6]=1[F:12].C1(P(C2CCCCC2)C2C=CC=CC=2C2C(OC)=CC=CC=2OC)CCCCC1.P([O-])([O-])([O-])=O.[K+].[K+].[K+].[CH2:51]([C:53]([C:72]1[CH:77]=[CH:76][C:75](/[CH:78]=[CH:79]/[C:80]2([OH:85])[CH2:84][CH2:83][CH2:82][CH2:81]2)=[C:74]([CH3:86])[CH:73]=1)([C:56]1[CH:61]=[CH:60][C:59](B2OC(C)(C)C(C)(C)O2)=[C:58]([CH3:71])[CH:57]=1)[CH2:54][CH3:55])[CH3:52].C(=O)(O)[O-].[Na+]. The catalyst is C([O-])(=O)C.[Pd+2].C([O-])(=O)C.O.C1(C)C=CC=CC=1. The product is [CH3:1][O:2][C:3](=[O:13])[CH2:4][C:5]1[CH:10]=[CH:9][C:8]([C:59]2[CH:60]=[CH:61][C:56]([C:53]([CH2:54][CH3:55])([C:72]3[CH:77]=[CH:76][C:75](/[CH:78]=[CH:79]/[C:80]4([OH:85])[CH2:81][CH2:82][CH2:83][CH2:84]4)=[C:74]([CH3:86])[CH:73]=3)[CH2:51][CH3:52])=[CH:57][C:58]=2[CH3:71])=[CH:7][C:6]=1[F:12]. The yield is 0.300. (4) The reactants are [F:1][C:2]1[CH:12]=[CH:11][C:10]2=[C:13]3[C:3]=1[O:4][CH2:5][C@H:6]([CH3:17])[N:7]3[C:8]([C@@H:14]([NH2:16])[CH3:15])=[N:9]2.[NH2:18][C:19]1[C:24]([C:25]#[N:26])=[C:23](Cl)[N:22]=[CH:21][N:20]=1.CCN(C(C)C)C(C)C. The catalyst is CC(O)C. The yield is 0.790. The product is [NH2:18][C:19]1[C:24]([C:25]#[N:26])=[C:23]([NH:16][C@H:14]([C:8]2[N:7]3[C:13]4[C:3]([O:4][CH2:5][C@@H:6]3[CH3:17])=[C:2]([F:1])[CH:12]=[CH:11][C:10]=4[N:9]=2)[CH3:15])[N:22]=[CH:21][N:20]=1. (5) The reactants are Br[C:2]1[CH:3]=[N:4][C:5]2[C:10]([CH:11]=1)=[CH:9][C:8]([S:12]([CH3:15])(=[O:14])=[O:13])=[CH:7][CH:6]=2.B1(C=C)O[C:19](C)(C)[C:18](C)(C)O1.C([O-])([O-])=O.[Na+].[Na+].C(Cl)Cl. The catalyst is O1CCOCC1.O.C1C=CC(P(C2C=CC=CC=2)[C-]2C=CC=C2)=CC=1.C1C=CC(P(C2C=CC=CC=2)[C-]2C=CC=C2)=CC=1.Cl[Pd]Cl.[Fe+2]. The product is [CH3:15][S:12]([C:8]1[CH:9]=[C:10]2[C:5](=[CH:6][CH:7]=1)[N:4]=[CH:3][C:2]([CH:18]=[CH2:19])=[CH:11]2)(=[O:14])=[O:13]. The yield is 0.880. (6) The reactants are [OH:1][C:2]1[CH:3]=[C:4]2[C:9](=[CH:10][CH:11]=1)[C:8](=[O:12])[N:7]([C:13]1[CH:18]=[CH:17][C:16]([OH:19])=[CH:15][CH:14]=1)[CH:6]=[C:5]2[C:20]1[CH:25]=[CH:24][C:23]([O:26]C)=[CH:22][CH:21]=1.B(Br)(Br)Br. No catalyst specified. The product is [OH:1][C:2]1[CH:3]=[C:4]2[C:9](=[CH:10][CH:11]=1)[C:8](=[O:12])[N:7]([C:13]1[CH:14]=[CH:15][C:16]([OH:19])=[CH:17][CH:18]=1)[CH:6]=[C:5]2[C:20]1[CH:25]=[CH:24][C:23]([OH:26])=[CH:22][CH:21]=1. The yield is 0.865. (7) The reactants are [C:1]([C:4]1[C:5]([O:26][CH2:27][CH3:28])=[C:6]([CH:12]2[CH2:15][N:14]([C:16]([O:18][CH2:19][C:20]3[CH:25]=[CH:24][CH:23]=[CH:22][CH:21]=3)=[O:17])[CH2:13]2)[C:7]([CH3:11])=[C:8]([Cl:10])[CH:9]=1)(=[O:3])[CH3:2].[BH4-].[Na+]. The catalyst is CO.O. The product is [Cl:10][C:8]1[C:7]([CH3:11])=[C:6]([CH:12]2[CH2:15][N:14]([C:16]([O:18][CH2:19][C:20]3[CH:21]=[CH:22][CH:23]=[CH:24][CH:25]=3)=[O:17])[CH2:13]2)[C:5]([O:26][CH2:27][CH3:28])=[C:4]([CH:1]([OH:3])[CH3:2])[CH:9]=1. The yield is 0.880.